This data is from Forward reaction prediction with 1.9M reactions from USPTO patents (1976-2016). The task is: Predict the product of the given reaction. (1) Given the reactants Cl.[NH2:2][C@H:3]([CH2:8][CH3:9])[C:4]([O:6][CH3:7])=[O:5].[CH3:10][O:11][C:12]1[CH:17]=[CH:16][C:15]([S:18](Cl)(=[O:20])=[O:19])=[CH:14][CH:13]=1, predict the reaction product. The product is: [CH3:10][O:11][C:12]1[CH:13]=[CH:14][C:15]([S:18]([NH:2][C@H:3]([CH2:8][CH3:9])[C:4]([O:6][CH3:7])=[O:5])(=[O:20])=[O:19])=[CH:16][CH:17]=1. (2) Given the reactants [NH2:1][CH:2]1[CH2:7][CH2:6][CH:5]([NH:8][C:9]2[N:17]=[C:16]3[C:12]([N:13]=[CH:14][N:15]3[CH:18]3[CH2:22][CH2:21][CH2:20][CH2:19]3)=[C:11]([NH:23][CH2:24][C:25]3[CH:26]=[N:27][C:28](Br)=[CH:29][CH:30]=3)[N:10]=2)[CH2:4][CH2:3]1.[CH3:32][O:33][C:34]1[CH:39]=[CH:38][CH:37]=[CH:36][C:35]=1B(O)O.C1(P(C2C=CC=CC=2)C2C=CC=CC=2)C=CC=CC=1.C(=O)([O-])[O-].[Na+].[Na+], predict the reaction product. The product is: [NH2:1][CH:2]1[CH2:7][CH2:6][CH:5]([NH:8][C:9]2[N:17]=[C:16]3[C:12]([N:13]=[CH:14][N:15]3[CH:18]3[CH2:22][CH2:21][CH2:20][CH2:19]3)=[C:11]([NH:23][CH2:24][C:25]3[CH:26]=[N:27][C:28]([C:35]4[CH:36]=[CH:37][CH:38]=[CH:39][C:34]=4[O:33][CH3:32])=[CH:29][CH:30]=3)[N:10]=2)[CH2:4][CH2:3]1. (3) Given the reactants Br.Br[C:3]1[S:7][C:6]([NH2:8])=[N:5][CH:4]=1.C(=O)([O-])[O-].[K+].[K+].CN(C=O)C.[C:20]([O:24][CH2:25][CH3:26])(=[O:23])[CH2:21][SH:22], predict the reaction product. The product is: [NH2:8][C:6]1[S:7][C:3]([S:22][CH2:21][C:20]([O:24][CH2:25][CH3:26])=[O:23])=[CH:4][N:5]=1. (4) Given the reactants [C:1]([O:5][C:6]([NH:8][C@@H:9]([CH:37]([C:45]1[CH:50]=[CH:49][C:48]([F:51])=[CH:47][CH:46]=1)[C:38]1[CH:43]=[CH:42][C:41]([F:44])=[CH:40][CH:39]=1)[C:10]([NH:12][C:13]1[CH:35]=[CH:34][CH:33]=[C:32]([F:36])[C:14]=1[CH2:15][CH2:16][C@H:17]1[CH2:24][N:23]([C:25]([O:27][C:28]([CH3:31])([CH3:30])[CH3:29])=[O:26])[CH2:22][C:19]2([CH2:21][CH2:20]2)[NH:18]1)=[O:11])=[O:7])([CH3:4])([CH3:3])[CH3:2].CCN(C(C)C)C(C)C.[C:61]1([S:67](Cl)(=[O:69])=[O:68])[CH:66]=[CH:65][CH:64]=[CH:63][CH:62]=1.C([O-])(O)=O.[Na+], predict the reaction product. The product is: [C:1]([O:5][C:6]([NH:8][C@@H:9]([CH:37]([C:38]1[CH:43]=[CH:42][C:41]([F:44])=[CH:40][CH:39]=1)[C:45]1[CH:46]=[CH:47][C:48]([F:51])=[CH:49][CH:50]=1)[C:10]([NH:12][C:13]1[CH:35]=[CH:34][CH:33]=[C:32]([F:36])[C:14]=1[CH2:15][CH2:16][C@H:17]1[CH2:24][N:23]([C:25]([O:27][C:28]([CH3:30])([CH3:29])[CH3:31])=[O:26])[CH2:22][C:19]2([CH2:20][CH2:21]2)[N:18]1[S:67]([C:61]1[CH:66]=[CH:65][CH:64]=[CH:63][CH:62]=1)(=[O:69])=[O:68])=[O:11])=[O:7])([CH3:2])([CH3:3])[CH3:4].